Predict which catalyst facilitates the given reaction. From a dataset of Catalyst prediction with 721,799 reactions and 888 catalyst types from USPTO. (1) Reactant: C(OC(=O)[N:7]([CH2:18][C:19]1[CH:24]=[CH:23][CH:22]=[CH:21][C:20]=1OCOC)[CH2:8][C:9]1[CH:14]=[CH:13][CH:12]=[C:11]([CH2:15][CH:16]=O)[CH:10]=1)(C)(C)C.[ClH:30].[NH2:31][CH2:32][CH:33]([C:35]1[C:43]2[S:42][C:41](=[O:44])[NH:40][C:39]=2[C:38]([OH:45])=[CH:37][CH:36]=1)[OH:34].C([BH3-])#N.[Na+].N.C[OH:52]. Product: [ClH:30].[ClH:30].[OH:45][C:38]1[C:39]2[NH:40][C:41](=[O:44])[S:42][C:43]=2[C:35]([CH:33]([OH:34])[CH2:32][NH:31][CH2:16][CH2:15][C:11]2[CH:12]=[CH:13][CH:14]=[C:9]([CH2:8][NH:7][CH2:18][C:19]3[CH:20]=[CH:21][CH:22]=[C:23]([OH:52])[CH:24]=3)[CH:10]=2)=[CH:36][CH:37]=1. The catalyst class is: 15. (2) Reactant: [NH2:1][C@@H:2]1[CH2:8][CH2:7][CH2:6][CH2:5][N:4]([C:9]([N:11]([CH3:13])[CH3:12])=[O:10])[CH2:3]1.CCN(C(C)C)C(C)C.[Cl:23][C:24]1[C:25]([C:31]#[N:32])=[N:26][CH:27]=[C:28](Cl)[N:29]=1. Product: [Cl:23][C:24]1[N:29]=[C:28]([NH:1][C@@H:2]2[CH2:8][CH2:7][CH2:6][CH2:5][N:4]([C:9]([N:11]([CH3:13])[CH3:12])=[O:10])[CH2:3]2)[CH:27]=[N:26][C:25]=1[C:31]#[N:32]. The catalyst class is: 1. (3) The catalyst class is: 2. Product: [NH2:7][C:8]1[C@:9]([CH3:37])([C:33]([F:36])([F:34])[F:35])[O:10][CH2:11][C@:12]([C:15]2[N:16]=[C:17]([NH:21][C:22]([C:24]3[C:29]([NH2:30])=[CH:28][C:27]([C:31]#[N:32])=[CH:26][N:25]=3)=[O:23])[CH:18]=[CH:19][CH:20]=2)([CH3:14])[N:13]=1. Reactant: C(OC(=O)[NH:7][C:8]1[C@:9]([CH3:37])([C:33]([F:36])([F:35])[F:34])[O:10][CH2:11][C@:12]([C:15]2[CH:20]=[CH:19][CH:18]=[C:17]([NH:21][C:22]([C:24]3[C:29]([NH2:30])=[CH:28][C:27]([C:31]#[N:32])=[CH:26][N:25]=3)=[O:23])[N:16]=2)([CH3:14])[N:13]=1)(C)(C)C.C(O)(C(F)(F)F)=O.C([O-])([O-])=O.[Na+].[Na+].